Dataset: Reaction yield outcomes from USPTO patents with 853,638 reactions. Task: Predict the reaction yield, written as a fraction of the theoretical maximum amount of product (1.0 means a 100% yield; for example, 0.34 means a 34% yield). (1) The reactants are [F:1][C:2]1[CH:3]=[C:4]([C@H:9]2[CH2:13][CH2:12][CH2:11][N:10]2[C:14]2[CH:19]=[CH:18][N:17]3[N:20]=[CH:21][C:22]([C:23]([O:25][CH2:26][CH3:27])=[O:24])=[C:16]3[N:15]=2)[C:5](=[O:8])[NH:6][CH:7]=1.[H-].[Li+].Br[CH2:31][CH2:32][CH2:33][N:34]1[C:42](=[O:43])[C:41]2[C:36](=[CH:37][CH:38]=[CH:39][CH:40]=2)[C:35]1=[O:44]. The catalyst is CN(C=O)C. The product is [O:44]=[C:35]1[C:36]2[C:41](=[CH:40][CH:39]=[CH:38][CH:37]=2)[C:42](=[O:43])[N:34]1[CH2:33][CH2:32][CH2:31][N:6]1[CH:7]=[C:2]([F:1])[CH:3]=[C:4]([C@H:9]2[CH2:13][CH2:12][CH2:11][N:10]2[C:14]2[CH:19]=[CH:18][N:17]3[N:20]=[CH:21][C:22]([C:23]([O:25][CH2:26][CH3:27])=[O:24])=[C:16]3[N:15]=2)[C:5]1=[O:8]. The yield is 0.660. (2) The product is [BrH:1].[BrH:1].[CH2:7]1[C:6]2[CH:22]=[CH:23][C:3]([NH2:2])=[CH:4][C:5]=2[CH2:11][CH2:10][NH:9][CH2:8]1. The reactants are [BrH:1].[NH2:2][C:3]1[CH:23]=[CH:22][C:6]2[CH2:7][CH2:8][N:9](C(OCC3C=CC=CC=3)=O)[CH2:10][CH2:11][C:5]=2[CH:4]=1. The catalyst is CC(O)=O. The yield is 0.940. (3) The reactants are N1C=CC=C[CH:2]=1.C(OC(=O)C)(=O)C.CN(C1C=CC=CN=1)C.[C:23]([O:26][C:27]1[CH:32]=[C:31]([CH3:33])[CH:30]=[C:29]([F:34])[C:28]=1[C:35](=[O:46])[C:36]1[CH:41]=[CH:40][C:39]([O:42][CH2:43][CH2:44]C)=[CH:38][CH:37]=1)(=[O:25])[CH3:24]. The product is [C:23]([O:26][C:27]1[CH:32]=[C:31]([CH3:33])[CH:30]=[C:29]([F:34])[C:28]=1[C:35](=[O:46])[C:36]1[CH:41]=[CH:40][C:39]([O:42][CH:43]([CH3:2])[CH3:44])=[CH:38][CH:37]=1)(=[O:25])[CH3:24]. The catalyst is C(Cl)Cl. The yield is 0.590. (4) The reactants are C(=O)([O-])[O-].[K+].[K+].[Cl:7][C:8]1[C:17]2[C:12](=[C:13]([Cl:18])[CH:14]=[CH:15][CH:16]=2)[CH:11]=[C:10]([OH:19])[N:9]=1.Br[CH2:21][CH:22]([F:24])[F:23]. The yield is 0.900. The product is [Cl:7][C:8]1[C:17]2[C:12](=[C:13]([Cl:18])[CH:14]=[CH:15][CH:16]=2)[CH:11]=[C:10]([O:19][CH2:21][CH:22]([F:24])[F:23])[N:9]=1. The catalyst is O. (5) The reactants are Cl.[CH2:2]([O:9][C:10](=[O:18])[CH:11]([NH2:17])[C:12](=[O:16])[CH:13]([CH3:15])[CH3:14])[C:3]1[CH:8]=[CH:7][CH:6]=[CH:5][CH:4]=1.C(=O)([O-])[O-].[K+].[K+].[F:25][C:26]1[CH:34]=[CH:33][C:29]([C:30](Cl)=[O:31])=[CH:28][CH:27]=1.C(OCC)(=O)C. The catalyst is O.C(Cl)Cl. The product is [CH2:2]([O:9][C:10](=[O:18])[CH:11]([NH:17][C:30](=[O:31])[C:29]1[CH:33]=[CH:34][C:26]([F:25])=[CH:27][CH:28]=1)[C:12](=[O:16])[CH:13]([CH3:15])[CH3:14])[C:3]1[CH:8]=[CH:7][CH:6]=[CH:5][CH:4]=1. The yield is 1.04. (6) The reactants are [O:1]=[C:2]([CH2:20][CH3:21])[C:3](=[N:8][NH:9][C:10]1[CH:15]=[CH:14][CH:13]=[C:12]([C:16]([F:19])([F:18])[F:17])[CH:11]=1)[C:4]([O:6][CH3:7])=[O:5].[CH3:22]OC(OC)N(C)C. No catalyst specified. The product is [CH3:21][C:20]1[C:2](=[O:1])[C:3]([C:4]([O:6][CH3:7])=[O:5])=[N:8][N:9]([C:10]2[CH:15]=[CH:14][CH:13]=[C:12]([C:16]([F:17])([F:18])[F:19])[CH:11]=2)[CH:22]=1. The yield is 0.870. (7) The reactants are [F:1][C:2]1([F:26])[CH2:7][CH2:6][CH:5]([CH2:8][C:9]2[N:13]3[C:14]([CH3:21])=[CH:15][C:16]([C:18]([NH2:20])=[O:19])=[CH:17][C:12]3=[N:11][C:10]=2[C:22]([F:25])([F:24])[F:23])[CH2:4][CH2:3]1.[CH3:27][C:28]1([CH2:32]CS(O)(=O)=O)[CH2:31][O:30][CH2:29]1.C(=O)([O-])[O-].[Cs+].[Cs+].C(=O)([O-])O.[Na+]. The catalyst is CN(C=O)C. The product is [F:26][C:2]1([F:1])[CH2:3][CH2:4][CH:5]([CH2:8][C:9]2[N:13]3[C:14]([CH3:21])=[CH:15][C:16]([C:18]([NH:20][CH2:27][C:28]4([CH3:32])[CH2:31][O:30][CH2:29]4)=[O:19])=[CH:17][C:12]3=[N:11][C:10]=2[C:22]([F:23])([F:24])[F:25])[CH2:6][CH2:7]1. The yield is 0.220.